From a dataset of Forward reaction prediction with 1.9M reactions from USPTO patents (1976-2016). Predict the product of the given reaction. (1) Given the reactants [Cl:1][C:2]1[CH:3]=[C:4]([N:8]2[C:12]([CH2:13][NH2:14])=[CH:11][C:10]([C:15]([F:18])([F:17])[F:16])=[N:9]2)[CH:5]=[CH:6][CH:7]=1.C(N(CC)CC)C.[OH:26][CH2:27][CH2:28][NH:29][C:30]1[N:35]=[CH:34][C:33]([NH:36][C:37](=O)[O:38]C2C=CC=CC=2)=[CH:32][CH:31]=1, predict the reaction product. The product is: [Cl:1][C:2]1[CH:3]=[C:4]([N:8]2[C:12]([CH2:13][NH:14][C:37]([NH:36][C:33]3[CH:34]=[N:35][C:30]([NH:29][CH2:28][CH2:27][OH:26])=[CH:31][CH:32]=3)=[O:38])=[CH:11][C:10]([C:15]([F:16])([F:17])[F:18])=[N:9]2)[CH:5]=[CH:6][CH:7]=1. (2) Given the reactants [OH-:1].[Li+].[N+:3]([C:6]1[N:7]=[C:8]([C:11]([CH:13]([C:19]2[CH:24]=[CH:23][CH:22]=[CH:21]C=2)C(OCC)=O)=O)[NH:9][CH:10]=1)([O-:5])=[O:4].O.[CH2:26]([OH:28])C, predict the reaction product. The product is: [N+:3]([C:6]1[N:7]=[C:8]([CH:11]([C:13]2[CH:19]=[CH:24][CH:23]=[CH:22][CH:21]=2)[C:26]([OH:28])=[O:1])[NH:9][CH:10]=1)([O-:5])=[O:4]. (3) Given the reactants [F:1][C:2]1[CH:10]=[CH:9][C:8]2[N:7]([C:11]3[C:12]([C:17](O)=[O:18])=[N:13][N:14]([CH3:16])[CH:15]=3)[C:6]3[CH:20]=[N:21][N:22](C4CCCCO4)[C:5]=3[C:4]=2[CH:3]=1.C1COCC1.[H-].[Al+3].[Li+].[H-].[H-].[H-], predict the reaction product. The product is: [F:1][C:2]1[CH:10]=[CH:9][C:8]2[N:7]([C:11]3[C:12]([CH2:17][OH:18])=[N:13][N:14]([CH3:16])[CH:15]=3)[C:6]3[CH:20]=[N:21][NH:22][C:5]=3[C:4]=2[CH:3]=1. (4) Given the reactants Cl[CH2:2][C:3]([NH:5][C:6]1[CH:25]=[CH:24][C:9]2[N:10]=[C:11]([NH:14][C@H:15]3[C:23]4[C:18](=[CH:19][CH:20]=[CH:21][CH:22]=4)[CH2:17][CH2:16]3)[O:12][CH2:13][C:8]=2[CH:7]=1)=[O:4].[NH2:26][CH2:27][C:28]([CH3:31])([OH:30])[CH3:29], predict the reaction product. The product is: [OH:30][C:28]([CH3:31])([CH3:29])[CH2:27][NH:26][CH2:2][C:3]([NH:5][C:6]1[CH:25]=[CH:24][C:9]2[N:10]=[C:11]([NH:14][C@H:15]3[C:23]4[C:18](=[CH:19][CH:20]=[CH:21][CH:22]=4)[CH2:17][CH2:16]3)[O:12][CH2:13][C:8]=2[CH:7]=1)=[O:4]. (5) Given the reactants [Cl:1][C:2]1[CH:3]=[C:4]([NH:9][CH2:10][C:11]([OH:13])=O)[CH:5]=[CH:6][C:7]=1[Cl:8].Cl.[CH3:15][O:16][C:17](=[O:23])[C@H:18]([CH2:20][CH2:21][CH3:22])[NH2:19], predict the reaction product. The product is: [CH3:15][O:16][C:17](=[O:23])[C@@H:18]([NH:19][C:11](=[O:13])[CH2:10][NH:9][C:4]1[CH:5]=[CH:6][C:7]([Cl:8])=[C:2]([Cl:1])[CH:3]=1)[CH2:20][CH2:21][CH3:22]. (6) Given the reactants [C:1]([O:4][C:5]1[CH:6]=[C:7]([O:27][C:28](=[O:30])[CH3:29])[CH:8]=[CH:9][C:10]=1[C:11]1[C:12](=[O:26])[O:13][C:14]2[C:19]([C:20]=1[CH3:21])=[CH:18][CH:17]=[C:16]([O:22][C:23](=[O:25])[CH3:24])[CH:15]=2)(=[O:3])[CH3:2].[Br:31]N1C(=O)CCC1=O.C(OOC(=O)C1C=CC=CC=1)(=O)C1C=CC=CC=1, predict the reaction product. The product is: [C:1]([O:4][C:5]1[CH:6]=[C:7]([O:27][C:28](=[O:30])[CH3:29])[CH:8]=[CH:9][C:10]=1[C:11]1[C:12](=[O:26])[O:13][C:14]2[C:19]([C:20]=1[CH2:21][Br:31])=[CH:18][CH:17]=[C:16]([O:22][C:23](=[O:25])[CH3:24])[CH:15]=2)(=[O:3])[CH3:2].